The task is: Binary Classification. Given a drug SMILES string, predict its activity (active/inactive) in a high-throughput screening assay against a specified biological target.. This data is from HIV replication inhibition screening data with 41,000+ compounds from the AIDS Antiviral Screen. (1) The molecule is CC(C)=CCN1CC(C)Cn2c(=S)[nH]c3cccc1c32. The result is 1 (active). (2) The compound is CC(=O)OCC1OC(n2c(=S)[nH]c(-c3ccccc3)c(C#N)c2=O)C(OC(C)=O)C(OC(C)=O)C1OC(C)=O. The result is 0 (inactive). (3) The drug is CC(=O)c1cccn1C=C(OC(=O)OC(C)(C)C)c1ccc[nH]1. The result is 0 (inactive). (4) The molecule is CC(C)(C)OC(=O)N1C(=O)C2CCCC21. The result is 0 (inactive). (5) The compound is CSc1nc(=O)c(C#N)c(-c2ccccc2)n1C1OC(COC(C)=O)C(OC(C)=O)C(OC(C)=O)C1OC(C)=O. The result is 0 (inactive). (6) The molecule is CC1CC(C)(C)N=C(CCCO)O1. The result is 0 (inactive). (7) The drug is O=C(O)C(Cc1ccc(O)cn1)NC(=O)C(F)(F)F. The result is 0 (inactive). (8) The molecule is Cc1cc(C)c2c(c1)CC(=Cc1ccccc1C(=O)O)C2=O. The result is 0 (inactive).